This data is from Full USPTO retrosynthesis dataset with 1.9M reactions from patents (1976-2016). The task is: Predict the reactants needed to synthesize the given product. (1) Given the product [NH2:7][C:8]([CH3:22])([CH3:21])[CH2:9][CH2:10][N:11]1[C:15]2[CH:16]=[CH:17][CH:18]=[CH:19][C:14]=2[O:13][C:12]1=[O:20], predict the reactants needed to synthesize it. The reactants are: C(OC(=O)[NH:7][C:8]([CH3:22])([CH3:21])[CH2:9][CH2:10][N:11]1[C:15]2[CH:16]=[CH:17][CH:18]=[CH:19][C:14]=2[O:13][C:12]1=[O:20])(C)(C)C.O1C2C=CC=CC=2NC1=O.[H-].[Na+].NCCC(NC(=O)OC(C)(C)C)(C)C.C(=O)([O-])O.[Na+]. (2) Given the product [Br:1][C:2]1[CH:10]=[C:9]2[C:5]([CH2:6][N:7]([CH3:14])[C:8]2=[O:11])=[CH:4][CH:3]=1, predict the reactants needed to synthesize it. The reactants are: [Br:1][C:2]1[CH:10]=[C:9]2[C:5]([CH2:6][NH:7][C:8]2=[O:11])=[CH:4][CH:3]=1.[Na+].[I-].[CH3:14]I. (3) Given the product [C:19]([C:17]1[CH:16]=[CH:15][C:14]([F:21])=[C:13]2[C:18]=1[C:10]1[CH2:9][CH:8]([CH3:22])[O:7][C:6]([CH2:5][C:4]([OH:26])=[O:3])([CH2:23][CH2:24][CH3:25])[C:11]=1[NH:12]2)#[N:20], predict the reactants needed to synthesize it. The reactants are: C([O:3][C:4](=[O:26])[CH2:5][C:6]1([CH2:23][CH2:24][CH3:25])[C:11]2[NH:12][C:13]3[C:18]([C:10]=2[CH2:9][CH:8]([CH3:22])[O:7]1)=[C:17]([C:19]#[N:20])[CH:16]=[CH:15][C:14]=3[F:21])C.[OH-].[Na+]. (4) Given the product [Cl:10][C:11]1[CH:12]=[C:13]2[NH:36][C:35]([O:45][C@H:46]3[C@H:50]4[O:51][CH2:52][C@@H:53]([OH:54])[C@H:49]4[O:48][CH2:47]3)=[N:34][C:14]2=[N:15][C:16]=1[C:17]1[CH:18]=[CH:19][C:20]([C:23]2[CH:24]=[N:25][C:26]([N:29]3[CH:33]=[CH:32][CH:31]=[N:30]3)=[CH:27][CH:28]=2)=[CH:21][CH:22]=1, predict the reactants needed to synthesize it. The reactants are: C(O)=O.OS([O-])(=O)=O.[K+].[Cl:10][C:11]1[CH:12]=[C:13]2[N:36](COCC[Si](C)(C)C)[C:35]([O:45][C@H:46]3[C@H:50]4[O:51][CH2:52][C@@H:53]([OH:54])[C@H:49]4[O:48][CH2:47]3)=[N:34][C:14]2=[N:15][C:16]=1[C:17]1[CH:22]=[CH:21][C:20]([C:23]2[CH:24]=[N:25][C:26]([N:29]3[CH:33]=[CH:32][CH:31]=[N:30]3)=[CH:27][CH:28]=2)=[CH:19][CH:18]=1.[OH-].[Na+]. (5) Given the product [F:23][C:24]([F:29])([F:28])[C:25]([OH:27])=[O:26].[CH3:49][NH:48][C:46]([C:44]1[N:43]=[N:42][N:41]([CH2:40][CH2:39][CH2:38][CH2:37][C:34]2[N:35]=[N:36][C:31]([NH:30][C:20](=[O:21])[CH2:19][N:3]3[CH2:4][CH2:5][N:6]([C:8]4[CH:13]=[CH:12][CH:11]=[C:10]([O:14][C:15]([F:18])([F:16])[F:17])[CH:9]=4)[CH2:7][C:2]3=[O:1])=[CH:32][CH:33]=2)[CH:45]=1)=[O:47], predict the reactants needed to synthesize it. The reactants are: [O:1]=[C:2]1[CH2:7][N:6]([C:8]2[CH:13]=[CH:12][CH:11]=[C:10]([O:14][C:15]([F:18])([F:17])[F:16])[CH:9]=2)[CH2:5][CH2:4][N:3]1[CH2:19][C:20](O)=[O:21].[F:23][C:24]([F:29])([F:28])[C:25]([OH:27])=[O:26].[NH2:30][C:31]1[N:36]=[N:35][C:34]([CH2:37][CH2:38][CH2:39][CH2:40][N:41]2[CH:45]=[C:44]([C:46]([NH:48][CH3:49])=[O:47])[N:43]=[N:42]2)=[CH:33][CH:32]=1.C(P1(=O)OP(CCC)(=O)OP(CCC)(=O)O1)CC.N1C=CC=CC=1.